From a dataset of Full USPTO retrosynthesis dataset with 1.9M reactions from patents (1976-2016). Predict the reactants needed to synthesize the given product. (1) Given the product [Cl:1][C:2]1[CH:7]=[C:6]([Cl:8])[C:5]([O:9][CH3:10])=[CH:4][C:3]=1[NH:11][C:12]1[C:17]([C:18]#[N:19])=[CH:16][N:15]=[C:14]2[CH:20]=[C:21]([C:29]3[CH:33]=[C:32]([CH:34]4[O:38][CH2:37][CH2:36][O:35]4)[S:31][CH:30]=3)[S:22][C:13]=12, predict the reactants needed to synthesize it. The reactants are: [Cl:1][C:2]1[CH:7]=[C:6]([Cl:8])[C:5]([O:9][CH3:10])=[CH:4][C:3]=1[NH:11][C:12]1[C:17]([C:18]#[N:19])=[CH:16][N:15]=[C:14]2[CH:20]=[C:21](I)[S:22][C:13]=12.C([Sn](CCCC)(CCCC)[C:29]1[CH:33]=[C:32]([CH:34]2[O:38][CH2:37][CH2:36][O:35]2)[S:31][CH:30]=1)CCC. (2) Given the product [CH3:22][O:21][C:19](=[O:20])[CH2:18][C:15]1[CH:16]=[CH:17][C:12]([S:11][C:2]2[CH:3]=[CH:4][C:5]([CH:9]=[O:10])=[C:6]([CH3:8])[N:7]=2)=[CH:13][CH:14]=1, predict the reactants needed to synthesize it. The reactants are: Cl[C:2]1[N:7]=[C:6]([CH3:8])[C:5]([CH:9]=[O:10])=[CH:4][CH:3]=1.[SH:11][C:12]1[CH:17]=[CH:16][C:15]([CH2:18][C:19]([O:21][CH3:22])=[O:20])=[CH:14][CH:13]=1.C([O-])([O-])=O.[K+].[K+].